This data is from Forward reaction prediction with 1.9M reactions from USPTO patents (1976-2016). The task is: Predict the product of the given reaction. (1) Given the reactants [N+:1]([C:4]1[CH:12]=[CH:11][CH:10]=[C:9]([N+:13]([O-:15])=[O:14])[C:5]=1[C:6](Cl)=[O:7])([O-:3])=[O:2].[N+](C1C=CC=C([N+]([O-])=O)C=1C(O)=O)([O-])=O.[NH2:31][CH2:32][C:33]([OH:35])=[O:34].C(=O)([O-])[O-].[Na+].[Na+], predict the reaction product. The product is: [N+:1]([C:4]1[CH:12]=[CH:11][CH:10]=[C:9]([N+:13]([O-:15])=[O:14])[C:5]=1[C:6]([NH:31][CH2:32][C:33]([OH:35])=[O:34])=[O:7])([O-:3])=[O:2]. (2) The product is: [Cl:1][C:2]1[CH:3]=[C:4]([CH2:8][CH2:9][O:10][CH2:11][CH2:12][C:13]([OH:15])=[O:14])[CH:5]=[CH:6][CH:7]=1. Given the reactants [Cl:1][C:2]1[CH:3]=[C:4]([CH2:8][CH2:9][O:10][CH2:11][CH2:12][C:13]([O:15]C(C)(C)C)=[O:14])[CH:5]=[CH:6][CH:7]=1.FC(F)(F)C(O)=O, predict the reaction product. (3) The product is: [C:38]([N:57]1[CH:61]=[C:60]([CH:62]([NH:2][CH2:3][CH2:4][CH2:5][C:6]([O:8][CH2:9][CH3:10])=[O:7])[CH2:63][CH3:64])[N:59]=[CH:58]1)([C:45]1[CH:46]=[CH:47][CH:48]=[CH:49][CH:50]=1)([C:51]1[CH:56]=[CH:55][CH:54]=[CH:53][CH:52]=1)[C:39]1[CH:44]=[CH:43][CH:42]=[CH:41][CH:40]=1. Given the reactants Cl.[NH2:2][CH2:3][CH2:4][CH2:5][C:6]([O:8][CH2:9][CH3:10])=[O:7].N1C=C(CN2CC(C3C=CC=CC=3)CC2=O)N2C=CC=CC=12.C([O-])(=O)C.[Na+].[C:38]([N:57]1[CH:61]=[C:60]([C:62](=O)[CH2:63][CH3:64])[N:59]=[CH:58]1)([C:51]1[CH:56]=[CH:55][CH:54]=[CH:53][CH:52]=1)([C:45]1[CH:50]=[CH:49][CH:48]=[CH:47][CH:46]=1)[C:39]1[CH:44]=[CH:43][CH:42]=[CH:41][CH:40]=1.[BH3-]C#N.[Na+].[O-]S([O-])(=O)=O.[Na+].[Na+], predict the reaction product. (4) Given the reactants [CH3:1][O:2][CH2:3][C:4](O[C:4](=[O:5])[CH2:3][O:2][CH3:1])=[O:5].[OH:12][C@:13]([CH3:49])([CH2:47][I:48])[C:14](=[O:46])[C@@H:15]([NH:23][C:24](=[O:45])[C@@H:25]([NH:29][C:30](=[O:44])[C@@H:31]([NH:35][C:36]([C:38]1[S:42][C:41]([CH3:43])=[N:40][CH:39]=1)=[O:37])[CH2:32][O:33][CH3:34])[CH2:26][O:27][CH3:28])[CH2:16][C:17]1[CH:22]=[CH:21][CH:20]=[CH:19][CH:18]=1, predict the reaction product. The product is: [CH3:1][O:2][CH2:3][C:4]([O:12][C@@:13]([CH3:49])([C:14](=[O:46])[C@@H:15]([NH:23][C:24](=[O:45])[C@@H:25]([NH:29][C:30](=[O:44])[C@@H:31]([NH:35][C:36]([C:38]1[S:42][C:41]([CH3:43])=[N:40][CH:39]=1)=[O:37])[CH2:32][O:33][CH3:34])[CH2:26][O:27][CH3:28])[CH2:16][C:17]1[CH:18]=[CH:19][CH:20]=[CH:21][CH:22]=1)[CH2:47][I:48])=[O:5]. (5) Given the reactants C(OC([N:8]1[CH2:13][CH2:12][N:11]([C:14]2[CH:19]=[CH:18][C:17]([O:20][CH3:21])=[C:16]([O:22][CH:23]3[CH2:27][CH2:26][CH2:25][CH2:24]3)[CH:15]=2)[CH2:10][C@@H:9]1[CH2:28][N:29]1[CH2:33][CH2:32][CH2:31][CH2:30]1)=O)(C)(C)C.[ClH:34], predict the reaction product. The product is: [ClH:34].[ClH:34].[CH:23]1([O:22][C:16]2[CH:15]=[C:14]([N:11]3[CH2:12][CH2:13][NH:8][C@@H:9]([CH2:28][N:29]4[CH2:30][CH2:31][CH2:32][CH2:33]4)[CH2:10]3)[CH:19]=[CH:18][C:17]=2[O:20][CH3:21])[CH2:27][CH2:26][CH2:25][CH2:24]1. (6) Given the reactants [Cl:1][C:2]1[CH:7]=[CH:6][C:5]([C:8]2[CH:13]=[CH:12][C:11]([OH:14])=[CH:10][CH:9]=2)=[CH:4][C:3]=1[C:15]([NH:17][CH2:18][C:19]12[CH2:28][CH:23]3[CH2:24][CH:25]([CH2:27][CH:21]([CH2:22]3)[CH2:20]1)[CH2:26]2)=[O:16].Cl[CH2:30][C:31]([O:33][CH2:34][CH3:35])=[O:32].C(=O)([O-])[O-].[K+].[K+], predict the reaction product. The product is: [Cl:1][C:2]1[CH:7]=[CH:6][C:5]([C:8]2[CH:13]=[CH:12][C:11]([O:14][CH2:30][C:31]([O:33][CH2:34][CH3:35])=[O:32])=[CH:10][CH:9]=2)=[CH:4][C:3]=1[C:15]([NH:17][CH2:18][C:19]12[CH2:28][CH:23]3[CH2:24][CH:25]([CH2:27][CH:21]([CH2:22]3)[CH2:20]1)[CH2:26]2)=[O:16]. (7) The product is: [Br:1][C:2]1[C:3]([N:17]2[CH2:21][CH2:20][C@@H:19]([NH:22][C:23](=[O:29])[O:24][C:25]([CH3:27])([CH3:26])[CH3:28])[CH2:18]2)=[C:4]2[C:10]([NH:11][C:12](=[O:15])[CH2:13][OH:14])=[CH:9][NH:8][C:5]2=[N:6][CH:7]=1. Given the reactants [Br:1][C:2]1[C:3](F)=[C:4]2[C:10]([NH:11][C:12](=[O:15])[CH2:13][OH:14])=[CH:9][NH:8][C:5]2=[N:6][CH:7]=1.[NH:17]1[CH2:21][CH2:20][C@@H:19]([NH:22][C:23](=[O:29])[O:24][C:25]([CH3:28])([CH3:27])[CH3:26])[CH2:18]1.CCN(C(C)C)C(C)C.CC#N.O, predict the reaction product. (8) Given the reactants [CH2:1]([C:7]1[CH:8]=[C:9]([C:13]2[N:17]([CH3:18])[C:16]([C:19]([N:21]3[CH2:26][CH2:25][CH:24]([N:27]4[CH2:31][CH2:30][CH2:29][CH2:28]4)[CH2:23][CH2:22]3)=[O:20])=[C:15]([CH2:32][CH2:33][CH2:34][OH:35])[N:14]=2)[CH:10]=[CH:11][CH:12]=1)[CH2:2][CH2:3][CH2:4][CH2:5][CH3:6].[F:36][C:37]1[CH:44]=[CH:43][C:40]([CH2:41]Br)=[CH:39][CH:38]=1.[H-].[Na+], predict the reaction product. The product is: [F:36][C:37]1[CH:44]=[CH:43][C:40]([CH2:41][O:35][CH2:34][CH2:33][CH2:32][C:15]2[N:14]=[C:13]([C:9]3[CH:10]=[CH:11][CH:12]=[C:7]([CH2:1][CH2:2][CH2:3][CH2:4][CH2:5][CH3:6])[CH:8]=3)[N:17]([CH3:18])[C:16]=2[C:19]([N:21]2[CH2:26][CH2:25][CH:24]([N:27]3[CH2:31][CH2:30][CH2:29][CH2:28]3)[CH2:23][CH2:22]2)=[O:20])=[CH:39][CH:38]=1. (9) Given the reactants C([O:5][C:6](=[O:34])[C:7]1[CH:12]=[CH:11][C:10]([N:13]([C:21]2[CH:26]=[CH:25][C:24]([O:27][CH:28]([F:30])[F:29])=[C:23]([O:31][CH2:32][CH3:33])[CH:22]=2)[CH2:14][C:15]2[CH:16]=[N:17][CH:18]=[CH:19][CH:20]=2)=[CH:9][CH:8]=1)(C)(C)C.[OH-].[K+], predict the reaction product. The product is: [F:30][CH:28]([F:29])[O:27][C:24]1[CH:25]=[CH:26][C:21]([N:13]([CH2:14][C:15]2[CH:16]=[N:17][CH:18]=[CH:19][CH:20]=2)[C:10]2[CH:9]=[CH:8][C:7]([C:6]([OH:34])=[O:5])=[CH:12][CH:11]=2)=[CH:22][C:23]=1[O:31][CH2:32][CH3:33].